Dataset: Reaction yield outcomes from USPTO patents with 853,638 reactions. Task: Predict the reaction yield, written as a fraction of the theoretical maximum amount of product (1.0 means a 100% yield; for example, 0.34 means a 34% yield). (1) The reactants are C(N(CC)CC)C.I[C:9]1[CH:14]=[CH:13][C:12]([I:15])=[CH:11][CH:10]=1.[CH2:16]([O:23][C:24](=[O:30])[NH:25][CH2:26][CH2:27][C:28]#[CH:29])[C:17]1[CH:22]=[CH:21][CH:20]=[CH:19][CH:18]=1. The catalyst is C1COCC1.[Cu]I.Cl[Pd](Cl)([P](C1C=CC=CC=1)(C1C=CC=CC=1)C1C=CC=CC=1)[P](C1C=CC=CC=1)(C1C=CC=CC=1)C1C=CC=CC=1. The product is [CH2:16]([O:23][C:24](=[O:30])[NH:25][CH2:26][CH2:27][C:28]#[C:29][C:9]1[CH:14]=[CH:13][C:12]([I:15])=[CH:11][CH:10]=1)[C:17]1[CH:22]=[CH:21][CH:20]=[CH:19][CH:18]=1. The yield is 0.860. (2) The reactants are [Br:1][C:2]1[C:3]([F:10])=[CH:4][C:5]([F:9])=[C:6]([CH:8]=1)[NH2:7].C(N(CC)CC)C.[C:18](Cl)(=[O:22])[CH:19]([CH3:21])[CH3:20]. The catalyst is C1COCC1. The product is [Br:1][C:2]1[C:3]([F:10])=[CH:4][C:5]([F:9])=[C:6]([NH:7][C:18](=[O:22])[CH:19]([CH3:21])[CH3:20])[CH:8]=1. The yield is 0.940.